Dataset: Reaction yield outcomes from USPTO patents with 853,638 reactions. Task: Predict the reaction yield, written as a fraction of the theoretical maximum amount of product (1.0 means a 100% yield; for example, 0.34 means a 34% yield). (1) The reactants are C([O:3][C:4](=[O:30])[CH2:5][N:6]1[C:10]2=[N:11][C:12]([CH2:15][CH3:16])=[CH:13][CH:14]=[C:9]2[C:8]([CH2:17][C:18]2[S:19][C:20]3[C:26]([F:27])=[CH:25][C:24]([F:28])=[C:23]([F:29])[C:21]=3[N:22]=2)=[CH:7]1)C.[OH-].[Na+].Cl. The catalyst is COCCOC. The product is [CH2:15]([C:12]1[N:11]=[C:10]2[N:6]([CH2:5][C:4]([OH:30])=[O:3])[CH:7]=[C:8]([CH2:17][C:18]3[S:19][C:20]4[C:26]([F:27])=[CH:25][C:24]([F:28])=[C:23]([F:29])[C:21]=4[N:22]=3)[C:9]2=[CH:14][CH:13]=1)[CH3:16]. The yield is 0.560. (2) The reactants are [CH3:1][C:2]1[O:6][CH2:5][C:4](=[O:7])[CH:3]=1.[Cl-].[Ca+2].[Cl-].O=[CH:12][C:13]1[CH:21]=[CH:20][C:18]([OH:19])=[C:15]([O:16][CH3:17])[CH:14]=1.B(OC(CC)C)(OC(CC)C)OC(CC)C. The catalyst is ClCCl.C(N)CCC.CCCCCC.C(O)(=O)C. The product is [OH:19][C:18]1[CH:20]=[CH:21][C:13]([CH:12]=[C:5]2[C:4](=[O:7])[CH:3]=[C:2]([CH3:1])[O:6]2)=[CH:14][C:15]=1[O:16][CH3:17]. The yield is 0.610. (3) The reactants are [N+:1]([C:4]1[CH:5]=[N:6][C:7]2[CH2:8][CH2:9][C:10](=O)[CH2:11][C:12]=2[CH:13]=1)([O-:3])=[O:2].[CH3:15][NH:16][CH2:17][CH2:18][C:19]1[CH:24]=[CH:23][CH:22]=[CH:21][CH:20]=1.C(O[BH-](OC(=O)C)OC(=O)C)(=O)C.[Na+].C([O-])(O)=O.[Na+]. The catalyst is ClCCCl. The product is [CH3:15][N:16]([CH2:17][CH2:18][C:19]1[CH:24]=[CH:23][CH:22]=[CH:21][CH:20]=1)[CH:10]1[CH2:9][CH2:8][C:7]2[N:6]=[CH:5][C:4]([N+:1]([O-:3])=[O:2])=[CH:13][C:12]=2[CH2:11]1. The yield is 0.180. (4) The reactants are [C:1]1([C:7]2[N:8]=[C:9]3[CH:14]=[C:13]([NH2:15])[CH:12]=[CH:11][N:10]3[CH:16]=2)[CH:6]=[CH:5][CH:4]=[CH:3][CH:2]=1.I[CH3:18]. The catalyst is CN(C=O)C. The product is [CH3:18][NH:15][C:13]1[CH:12]=[CH:11][N:10]2[CH:16]=[C:7]([C:1]3[CH:2]=[CH:3][CH:4]=[CH:5][CH:6]=3)[N:8]=[C:9]2[CH:14]=1. The yield is 0.0800. (5) The reactants are [Br:1][C:2]1[CH:3]=[CH:4][C:5]2[O:14][C:13]3[C:12](=[O:15])[NH:11][C:10]([CH2:16]Cl)=[N:9][C:8]=3[C:6]=2[CH:7]=1.[C:18]1([OH:24])[CH:23]=[CH:22][CH:21]=[CH:20][CH:19]=1.C([O-])([O-])=O.[K+].[K+]. The catalyst is CN(C=O)C. The product is [Br:1][C:2]1[CH:3]=[CH:4][C:5]2[O:14][C:13]3[C:12](=[O:15])[NH:11][C:10]([CH2:16][O:24][C:18]4[CH:23]=[CH:22][CH:21]=[CH:20][CH:19]=4)=[N:9][C:8]=3[C:6]=2[CH:7]=1. The yield is 0.0400. (6) The reactants are [CH3:1][C:2]1([CH3:34])[C:8](=[O:9])[NH:7][C:6]2[N:10]=[CH:11][C:12](/[CH:14]=[CH:15]/[C:16]([N:18]([CH2:20][C:21]3[CH:26]=[CH:25][CH:24]=[C:23]([CH:27]([CH3:29])[CH3:28])[C:22]=3[O:30][CH2:31][CH2:32][CH3:33])[CH3:19])=[O:17])=[CH:13][C:5]=2[CH2:4][NH:3]1.[ClH:35]. The catalyst is C(Cl)Cl.C(OCC)C. The product is [ClH:35].[CH3:34][C:2]1([CH3:1])[C:8](=[O:9])[NH:7][C:6]2[N:10]=[CH:11][C:12](/[CH:14]=[CH:15]/[C:16]([N:18]([CH2:20][C:21]3[CH:26]=[CH:25][CH:24]=[C:23]([CH:27]([CH3:29])[CH3:28])[C:22]=3[O:30][CH2:31][CH2:32][CH3:33])[CH3:19])=[O:17])=[CH:13][C:5]=2[CH2:4][NH:3]1. The yield is 0.710. (7) The yield is 0.590. The catalyst is COCCOC.O. The product is [C:33]([O:37][C:38]([N:40]1[CH:45]([C:46]2[NH:50][C:49]3[CH:51]=[C:52]([C:25]4[CH:26]=[CH:27][C:28]5[C:29]6[C:20](=[CH:19][C:18]([C:15]7[NH:14][C:13]([CH:9]8[CH2:10][CH2:11][CH2:12][N:8]8[C:6]([O:5][C:1]([CH3:2])([CH3:3])[CH3:4])=[O:7])=[N:17][CH:16]=7)=[CH:31][CH:30]=6)[CH2:21][CH2:22][C:23]=5[CH:24]=4)[CH:53]=[CH:54][C:48]=3[N:47]=2)[CH:44]2[CH2:64][CH:41]1[CH2:42][CH2:43]2)=[O:39])([CH3:36])([CH3:34])[CH3:35]. The reactants are [C:1]([O:5][C:6]([N:8]1[CH2:12][CH2:11][CH2:10][CH:9]1[C:13]1[NH:14][C:15]([C:18]2[CH:31]=[CH:30][C:29]3[C:28]4[C:23](=[CH:24][C:25](Br)=[CH:26][CH:27]=4)[CH2:22][CH2:21][C:20]=3[CH:19]=2)=[CH:16][N:17]=1)=[O:7])([CH3:4])([CH3:3])[CH3:2].[C:33]([O:37][C:38]([N:40]1[CH:45]([C:46]2[NH:50][C:49]3[CH:51]=[C:52](B4OC(C)(C)C(C)(C)O4)[CH:53]=[CH:54][C:48]=3[N:47]=2)[CH:44]2[CH2:64][CH:41]1[CH2:42][CH2:43]2)=[O:39])([CH3:36])([CH3:35])[CH3:34].C([O-])(O)=O.[Na+]. (8) The reactants are [F:1][C:2]1[CH:32]=[CH:31][C:5]([CH2:6][NH:7][C:8]([C:10]2[N:11]=[C:12]3[N:27]([CH:28]([CH3:30])[CH3:29])[CH2:26][CH2:25][N:13]3[C:14](=[O:24])[C:15]=2[O:16]CC2C=CC=CC=2)=[O:9])=[C:4]([S:33](=[O:38])(=[O:37])[N:34]([CH3:36])[CH3:35])[CH:3]=1. The catalyst is FC(F)(F)C(O)=O. The product is [F:1][C:2]1[CH:32]=[CH:31][C:5]([CH2:6][NH:7][C:8]([C:10]2[N:11]=[C:12]3[N:27]([CH:28]([CH3:30])[CH3:29])[CH2:26][CH2:25][N:13]3[C:14](=[O:24])[C:15]=2[OH:16])=[O:9])=[C:4]([S:33](=[O:37])(=[O:38])[N:34]([CH3:36])[CH3:35])[CH:3]=1. The yield is 0.810.